The task is: Regression. Given a peptide amino acid sequence and an MHC pseudo amino acid sequence, predict their binding affinity value. This is MHC class II binding data.. This data is from Peptide-MHC class II binding affinity with 134,281 pairs from IEDB. The peptide sequence is AAATAGTTVYGAVAA. The MHC is HLA-DQA10501-DQB10301 with pseudo-sequence HLA-DQA10501-DQB10301. The binding affinity (normalized) is 0.582.